This data is from Catalyst prediction with 721,799 reactions and 888 catalyst types from USPTO. The task is: Predict which catalyst facilitates the given reaction. (1) Reactant: C(O)(C(F)(F)F)=O.[CH3:8][O:9][C:10]1[N:15]=[C:14]([C:16](OC)=[O:17])[C:13]([NH:20][C:21]([C:23]2[C:32]3[C:27](=[CH:28][CH:29]=[CH:30][CH:31]=3)[C:26]([CH2:33][N:34]3[CH:38]=[CH:37][N:36]=[N:35]3)=[CH:25][CH:24]=2)=[O:22])=[N:12][CH:11]=1.[O:39]1[CH2:44][CH2:43][CH:42]([CH2:45][NH2:46])[CH2:41][CH2:40]1. Product: [CH3:8][O:9][C:10]1[N:15]=[C:14]([C:16]([NH:46][CH2:45][CH:42]2[CH2:43][CH2:44][O:39][CH2:40][CH2:41]2)=[O:17])[C:13]([NH:20][C:21]([C:23]2[C:32]3[C:27](=[CH:28][CH:29]=[CH:30][CH:31]=3)[C:26]([CH2:33][N:34]3[CH:38]=[CH:37][N:36]=[N:35]3)=[CH:25][CH:24]=2)=[O:22])=[N:12][CH:11]=1. The catalyst class is: 3. (2) Reactant: [OH:1][C:2]1[CH:16]=[C:15]([CH3:17])[CH:14]=[CH:13][C:3]=1[O:4][C:5]1[CH:12]=[CH:11][CH:10]=[CH:9][C:6]=1[C:7]#[N:8].[N+:18]([O-])([OH:20])=[O:19]. Product: [OH:1][C:2]1[CH:16]=[C:15]([CH3:17])[C:14]([N+:18]([O-:20])=[O:19])=[CH:13][C:3]=1[O:4][C:5]1[CH:12]=[CH:11][CH:10]=[CH:9][C:6]=1[C:7]#[N:8]. The catalyst class is: 2. (3) Reactant: [NH:1]([C:3]([C@@H:5]1[CH2:9][CH2:8][CH2:7][C@@H:6]1[NH:10][C:11](=[O:17])[O:12][C:13]([CH3:16])([CH3:15])[CH3:14])=[O:4])[NH2:2].C(O)C.[S:21]=[C:22]=S.[OH-].[K+]. Product: [S:21]=[C:22]1[O:4][C:3]([C@@H:5]2[CH2:9][CH2:8][CH2:7][C@@H:6]2[NH:10][C:11](=[O:17])[O:12][C:13]([CH3:14])([CH3:16])[CH3:15])=[N:1][NH:2]1. The catalyst class is: 280. (4) Reactant: [C:1]([O:8][CH2:9][CH2:10][CH2:11][CH2:12][CH2:13]C)(=[O:7])[CH2:2][CH2:3][CH2:4][CH2:5][CH3:6].C1(O)CCCC1. Product: [C:1]([O:8][CH:9]1[CH2:10][CH2:11][CH2:12][CH2:13]1)(=[O:7])[CH2:2][CH2:3][CH2:4][CH2:5][CH3:6]. The catalyst class is: 11. (5) Reactant: [F:1][C:2]1[CH:43]=[CH:42][CH:41]=[C:40]([F:44])[C:3]=1[CH2:4][N:5]([C:11]1[S:12][C:13]([C:31]2[CH:36]=[CH:35][C:34]([N+:37]([O-:39])=[O:38])=[CH:33][CH:32]=2)=[C:14]([CH2:27][N:28]([CH3:30])[CH3:29])[C:15]=1[C:16](=[O:26])[NH:17][C:18]1[N:19]=[N:20][C:21]([O:24][CH3:25])=[CH:22][CH:23]=1)[C:6](=O)[O:7]CC.CO.C[O-].[Na+]. Product: [F:44][C:40]1[CH:41]=[CH:42][CH:43]=[C:2]([F:1])[C:3]=1[CH2:4][N:5]1[C:11]2[S:12][C:13]([C:31]3[CH:32]=[CH:33][C:34]([N+:37]([O-:39])=[O:38])=[CH:35][CH:36]=3)=[C:14]([CH2:27][N:28]([CH3:30])[CH3:29])[C:15]=2[C:16](=[O:26])[N:17]([C:18]2[N:19]=[N:20][C:21]([O:24][CH3:25])=[CH:22][CH:23]=2)[C:6]1=[O:7]. The catalyst class is: 10. (6) Reactant: [F:1][C:2]([F:11])([F:10])[C:3]1[CH:4]=[C:5]([CH:7]=[CH:8][CH:9]=1)[NH2:6].[C:12]1(=O)[CH2:17][CH2:16][CH2:15][C:14](=[O:18])[CH2:13]1.FC(F)(F)S([O-])(=O)=O.[Yb+3].FC(F)(F)S([O-])(=O)=O.FC(F)(F)S([O-])(=O)=O. Product: [F:1][C:2]([F:10])([F:11])[C:3]1[CH:4]=[C:5]([NH:6][C:12]2[CH2:17][CH2:16][CH2:15][C:14](=[O:18])[CH:13]=2)[CH:7]=[CH:8][CH:9]=1. The catalyst class is: 7.